This data is from HIV replication inhibition screening data with 41,000+ compounds from the AIDS Antiviral Screen. The task is: Binary Classification. Given a drug SMILES string, predict its activity (active/inactive) in a high-throughput screening assay against a specified biological target. The compound is O=C1CCCCC1=Cc1ccc(Br)cc1. The result is 0 (inactive).